From a dataset of Reaction yield outcomes from USPTO patents with 853,638 reactions. Predict the reaction yield, written as a fraction of the theoretical maximum amount of product (1.0 means a 100% yield; for example, 0.34 means a 34% yield). (1) The reactants are [F:1][C:2]1[C:10]([O:11][CH2:12][CH2:13][O:14][CH3:15])=[C:9]2[C:5]([CH:6]=[C:7]([C:16]3[S:17][CH:18]([CH2:21][C:22](OCC)=[O:23])[CH2:19][N:20]=3)[NH:8]2)=[CH:4][C:3]=1[O:27][C:28]1[CH:29]=[N:30][C:31]([S:34]([CH3:37])(=[O:36])=[O:35])=[CH:32][CH:33]=1.CO.[BH4-].[Li+]. The catalyst is O1CCCC1. The product is [F:1][C:2]1[C:10]([O:11][CH2:12][CH2:13][O:14][CH3:15])=[C:9]2[C:5]([CH:6]=[C:7]([C:16]3[S:17][CH:18]([CH2:21][CH2:22][OH:23])[CH2:19][N:20]=3)[NH:8]2)=[CH:4][C:3]=1[O:27][C:28]1[CH:29]=[N:30][C:31]([S:34]([CH3:37])(=[O:35])=[O:36])=[CH:32][CH:33]=1. The yield is 0.410. (2) The reactants are [NH2:1][C:2]1[N:7]=[CH:6][N:5]=[C:4]2[N:8]([CH:12]([C:14]3[C:15]([O:33][CH2:34][CH3:35])=[C:16]([C:22]4[CH:23]=[CH:24][C:25]([C:28]([N:30]([CH3:32])[CH3:31])=[O:29])=[N:26][CH:27]=4)[C:17]([CH3:21])=[C:18]([Cl:20])[CH:19]=3)[CH3:13])[N:9]=[C:10](I)[C:3]=12.[CH3:36][C:37]1(C)C(C)(C)OB(C=C)O1.C(=O)([O-])[O-].[Na+].[Na+]. The catalyst is CN(C)C=O.O.C1C=CC([P]([Pd]([P](C2C=CC=CC=2)(C2C=CC=CC=2)C2C=CC=CC=2)([P](C2C=CC=CC=2)(C2C=CC=CC=2)C2C=CC=CC=2)[P](C2C=CC=CC=2)(C2C=CC=CC=2)C2C=CC=CC=2)(C2C=CC=CC=2)C2C=CC=CC=2)=CC=1. The product is [NH2:1][C:2]1[N:7]=[CH:6][N:5]=[C:4]2[N:8]([CH:12]([C:14]3[C:15]([O:33][CH2:34][CH3:35])=[C:16]([C:22]4[CH:23]=[CH:24][C:25]([C:28]([N:30]([CH3:32])[CH3:31])=[O:29])=[N:26][CH:27]=4)[C:17]([CH3:21])=[C:18]([Cl:20])[CH:19]=3)[CH3:13])[N:9]=[C:10]([CH:36]=[CH2:37])[C:3]=12. The yield is 0.860. (3) The reactants are Cl.Cl.[CH3:3][N:4]1[CH2:9][CH2:8][N:7]([CH2:10][C:11]2[CH:19]=[CH:18][C:14]([C:15]([OH:17])=O)=[CH:13][CH:12]=2)[CH2:6][CH2:5]1.O=S(Cl)Cl.[NH2:24][C:25]1[CH:26]=[CH:27][C:28]([CH3:44])=[C:29]([NH:31][C:32]2C=[C:36]([C:38]3[CH:39]=[N:40][CH:41]=[CH:42][CH:43]=3)[CH:35]=[CH:34][N:33]=2)[CH:30]=1.[NH4+:45].[OH-]. The catalyst is N1C=CC=CC=1.O. The product is [CH3:44][C:28]1[CH:27]=[CH:26][C:25]([NH:24][C:15]([C:14]2[CH:18]=[CH:19][C:11]([CH2:10][N:7]3[CH2:6][CH2:5][N:4]([CH3:3])[CH2:9][CH2:8]3)=[CH:12][CH:13]=2)=[O:17])=[CH:30][C:29]=1[NH:31][C:32]1[N:33]=[CH:34][CH:35]=[C:36]([C:38]2[CH:43]=[CH:42][CH:41]=[N:40][CH:39]=2)[N:45]=1. The yield is 0.900. (4) The reactants are [ClH:1].C(OCC)(=O)C.[C:8]1([C:14]2[N:15]=[C:16]([N:19]([CH2:23][C:24]3[CH:42]=[CH:41][C:27]([CH2:28][NH:29][C:30]4[CH:35]=[CH:34][C:33]([CH2:36][CH2:37][C:38]([OH:40])=[O:39])=[CH:32][CH:31]=4)=[CH:26][CH:25]=3)[CH2:20][CH2:21][CH3:22])[S:17][CH:18]=2)[CH:13]=[CH:12][CH:11]=[CH:10][CH:9]=1. The catalyst is C(OCC)(=O)C. The product is [ClH:1].[ClH:1].[C:8]1([C:14]2[N:15]=[C:16]([N:19]([CH2:23][C:24]3[CH:25]=[CH:26][C:27]([CH2:28][NH:29][C:30]4[CH:31]=[CH:32][C:33]([CH2:36][CH2:37][C:38]([OH:40])=[O:39])=[CH:34][CH:35]=4)=[CH:41][CH:42]=3)[CH2:20][CH2:21][CH3:22])[S:17][CH:18]=2)[CH:9]=[CH:10][CH:11]=[CH:12][CH:13]=1. The yield is 0.980. (5) The reactants are [C:1]([O:6][CH2:7][CH3:8])(=[O:5])/[CH:2]=[CH:3]/[CH3:4].C1(C)C=CC(S([CH2:18][N+:19]#[C-:20])(=O)=O)=CC=1.[H-].[Na+]. The catalyst is CCOCC.CS(C)=O.CCOCC.O. The product is [CH3:4][C:3]1[C:2]([C:1]([O:6][CH2:7][CH3:8])=[O:5])=[CH:18][NH:19][CH:20]=1. The yield is 0.800.